From a dataset of Reaction yield outcomes from USPTO patents with 853,638 reactions. Predict the reaction yield, written as a fraction of the theoretical maximum amount of product (1.0 means a 100% yield; for example, 0.34 means a 34% yield). (1) The reactants are [Br:1][C:2]1[CH:7]=[C:6]([F:8])[CH:5]=[CH:4][C:3]=1[NH2:9].[CH:10](=O)/[CH:11]=[CH:12]/[CH3:13].O.[NH4+].[OH-]. The catalyst is Cl.[Cl-].[Cl-].[Zn+2].CCOCC. The product is [Br:1][C:2]1[CH:7]=[C:6]([F:8])[CH:5]=[C:4]2[C:3]=1[N:9]=[C:12]([CH3:13])[CH:11]=[CH:10]2. The yield is 0.850. (2) The reactants are C([O:8][C:9]1[CH:10]=[C:11]2[C:16](=[CH:17][C:18]=1[O:19][CH3:20])[N:15]=[C:14]([C:21]1[CH:26]=[CH:25][CH:24]=[C:23]([N+:27]([O-:29])=[O:28])[CH:22]=1)[NH:13][C:12]2=[O:30])C1C=CC=CC=1. The catalyst is FC(F)(F)C(O)=O. The product is [OH:8][C:9]1[CH:10]=[C:11]2[C:16](=[CH:17][C:18]=1[O:19][CH3:20])[N:15]=[C:14]([C:21]1[CH:26]=[CH:25][CH:24]=[C:23]([N+:27]([O-:29])=[O:28])[CH:22]=1)[NH:13][C:12]2=[O:30]. The yield is 0.960.